Dataset: Full USPTO retrosynthesis dataset with 1.9M reactions from patents (1976-2016). Task: Predict the reactants needed to synthesize the given product. (1) Given the product [C:15]([C:2]1[N:7]=[CH:6][C:5]([CH:8]([CH3:14])[C:9]([O:11][CH2:12][CH3:13])=[O:10])=[CH:4][CH:3]=1)#[N:16], predict the reactants needed to synthesize it. The reactants are: Cl[C:2]1[N:7]=[CH:6][C:5]([CH:8]([CH3:14])[C:9]([O:11][CH2:12][CH3:13])=[O:10])=[CH:4][CH:3]=1.[CH3:15][N:16](C)C=O. (2) Given the product [C:14]([C:13]1[CH:16]=[C:17]([C:20]2[O:24][N:23]=[C:22]([C:25]3[CH:34]=[CH:33][CH:32]=[C:31]4[C:26]=3[CH2:27][CH2:28][N:29]([CH2:42][C:43]([O:45][C:46]([CH3:49])([CH3:48])[CH3:47])=[O:44])[CH2:30]4)[N:21]=2)[CH:18]=[CH:19][C:12]=1[O:11][CH:9]([CH3:8])[CH3:10])#[N:15], predict the reactants needed to synthesize it. The reactants are: FC(F)(F)C(O)=O.[CH3:8][CH:9]([O:11][C:12]1[CH:19]=[CH:18][C:17]([C:20]2[O:24][N:23]=[C:22]([C:25]3[CH:34]=[CH:33][CH:32]=[C:31]4[C:26]=3[CH2:27][CH2:28][NH:29][CH2:30]4)[N:21]=2)=[CH:16][C:13]=1[C:14]#[N:15])[CH3:10].C(=O)([O-])[O-].[K+].[K+].Br[CH2:42][C:43]([O:45][C:46]([CH3:49])([CH3:48])[CH3:47])=[O:44]. (3) Given the product [C:10]([C:8]1[CH:9]=[C:2]([C:23]2[CH:22]=[N:21][C:20]([C:19]([F:30])([F:29])[F:18])=[CH:25][CH:24]=2)[C:3]([O:14][CH2:15][O:16][CH3:17])=[C:4]([CH:7]=1)[CH:5]=[O:6])([CH3:13])([CH3:12])[CH3:11], predict the reactants needed to synthesize it. The reactants are: Br[C:2]1[C:3]([O:14][CH2:15][O:16][CH3:17])=[C:4]([CH:7]=[C:8]([C:10]([CH3:13])([CH3:12])[CH3:11])[CH:9]=1)[CH:5]=[O:6].[F:18][C:19]([F:30])([F:29])[C:20]1[CH:25]=[CH:24][C:23](B(O)O)=[CH:22][N:21]=1.C(=O)([O-])[O-].[Na+].[Na+].